From a dataset of Peptide-MHC class I binding affinity with 185,985 pairs from IEDB/IMGT. Regression. Given a peptide amino acid sequence and an MHC pseudo amino acid sequence, predict their binding affinity value. This is MHC class I binding data. (1) The peptide sequence is NPNSPSITY. The MHC is HLA-A11:01 with pseudo-sequence HLA-A11:01. The binding affinity (normalized) is 0.0847. (2) The peptide sequence is AEFYQLITM. The MHC is HLA-B40:01 with pseudo-sequence HLA-B40:01. The binding affinity (normalized) is 0.579. (3) The binding affinity (normalized) is 0.141. The peptide sequence is ISKTSIACF. The MHC is HLA-B15:01 with pseudo-sequence HLA-B15:01. (4) The peptide sequence is GSPGDLQTLAL. The MHC is HLA-A11:01 with pseudo-sequence HLA-A11:01. The binding affinity (normalized) is 0.